This data is from Reaction yield outcomes from USPTO patents with 853,638 reactions. The task is: Predict the reaction yield, written as a fraction of the theoretical maximum amount of product (1.0 means a 100% yield; for example, 0.34 means a 34% yield). (1) The reactants are [C:1]([O:7][CH2:8][CH3:9])(=[O:6])[CH2:2][C:3]([O-:5])=O.[K+].C(N(CC)C(C)C)(C)C.[Cl-].[Mg+2].[Cl-].[Cl:23][C:24]1[CH:29]=[CH:28][C:27]([CH2:30]C(Cl)=O)=[CH:26][CH:25]=1. The catalyst is C(#N)C. The product is [Cl:23][C:24]1[CH:29]=[CH:28][C:27]([CH2:30][C:3](=[O:5])[CH2:2][C:1]([O:7][CH2:8][CH3:9])=[O:6])=[CH:26][CH:25]=1. The yield is 0.390. (2) The reactants are [CH3:1][O:2][C:3]1[CH:4]=[C:5]2[C:10](=[CH:11][C:12]=1[O:13][CH3:14])[N:9]=[CH:8][N:7]=[C:6]2[O:15][C:16]1[CH:22]=[CH:21][C:19]([NH2:20])=[C:18]([N+:23]([O-:25])=[O:24])[CH:17]=1.ClC(Cl)(O[C:30](=[O:36])OC(Cl)(Cl)Cl)Cl.[CH2:38]([NH2:41])[CH2:39][CH3:40].CO. The catalyst is C(Cl)(Cl)Cl.C(N(CC)CC)C. The product is [CH3:1][O:2][C:3]1[CH:4]=[C:5]2[C:10](=[CH:11][C:12]=1[O:13][CH3:14])[N:9]=[CH:8][N:7]=[C:6]2[O:15][C:16]1[CH:22]=[CH:21][C:19]([NH:20][C:30]([NH:41][CH2:38][CH2:39][CH3:40])=[O:36])=[C:18]([N+:23]([O-:25])=[O:24])[CH:17]=1. The yield is 0.380. (3) The reactants are [NH2:1][C@@H:2]1[C:11]2[C:6](=[CH:7][CH:8]=[CH:9][CH:10]=2)[C@H:5]([OH:12])[CH2:4][CH2:3]1.[H-].[Na+].F[C:16]1[CH:17]=[CH:18][C:19]2[N:20]([C:22]([N:25]3[CH2:29][CH2:28][CH2:27][C@@H:26]3[CH3:30])=[N:23][N:24]=2)[CH:21]=1. The catalyst is CN(C=O)C. The product is [CH3:30][C@H:26]1[CH2:27][CH2:28][CH2:29][N:25]1[C:22]1[N:20]2[CH:21]=[C:16]([O:12][C@H:5]3[C:6]4[C:11](=[CH:10][CH:9]=[CH:8][CH:7]=4)[C@@H:2]([NH2:1])[CH2:3][CH2:4]3)[CH:17]=[CH:18][C:19]2=[N:24][N:23]=1. The yield is 0.380. (4) The reactants are FC(F)(F)C(O)=O.C(OC([NH:15][N:16]([C:30]1[CH:35]=[CH:34][CH:33]=[CH:32][C:31]=1[Cl:36])[C:17]([CH:19]1[C:24](=O)[C@:23]2([CH3:29])[C:26]([CH3:28])([CH3:27])[C@H:20]1[CH2:21][CH2:22]2)=[O:18])=O)(C)(C)C. The catalyst is ClCCl. The product is [Cl:36][C:31]1[CH:32]=[CH:33][CH:34]=[CH:35][C:30]=1[N:16]1[C:17](=[O:18])[C:19]2[C@H:20]3[C:26]([CH3:28])([CH3:27])[C@:23]([CH3:29])([CH2:22][CH2:21]3)[C:24]=2[NH:15]1. The yield is 0.860. (5) The reactants are NN.[NH2:3][C@H:4]([C:10]([OH:12])=[O:11])[CH2:5][CH2:6][C:7](=[O:9])[NH2:8]. No catalyst specified. The product is [N:8]1[CH:7]=[CH:6][CH:5]=[CH:4][N:3]=1.[NH2:3][C@H:4]([C:10]([OH:12])=[O:11])[CH2:5][CH2:6][C:7](=[O:9])[NH2:8]. The yield is 0.0500. (6) The reactants are C([O:4][C:5]([C:7]1[C:15]2[C:10](=[N:11][CH:12]=[C:13]([N+:16]([O-:18])=[O:17])[CH:14]=2)[N:9]([C:19]([CH3:22])([CH3:21])[CH3:20])[CH:8]=1)=[O:6])CC.[OH-].[Na+].Cl. The catalyst is C(O)C. The product is [C:19]([N:9]1[C:10]2=[N:11][CH:12]=[C:13]([N+:16]([O-:18])=[O:17])[CH:14]=[C:15]2[C:7]([C:5]([OH:6])=[O:4])=[CH:8]1)([CH3:22])([CH3:20])[CH3:21]. The yield is 0.890.